Dataset: Clinical trial toxicity outcomes and FDA approval status for drugs. Task: Regression/Classification. Given a drug SMILES string, predict its toxicity properties. Task type varies by dataset: regression for continuous values (e.g., LD50, hERG inhibition percentage) or binary classification for toxic/non-toxic outcomes (e.g., AMES mutagenicity, cardiotoxicity, hepatotoxicity). Dataset: clintox. (1) The molecule is CCC(C)CCCC(=O)N[C@@H](CC[NH3+])C(=O)N[C@H](C(=O)N[C@@H](CC[NH3+])C(=O)N[C@H]1CCNC(=O)[C@H]([C@@H](C)O)NC(=O)[C@H](CC[NH3+])NC(=O)[C@H](CC[NH3+])NC(=O)[C@H](CC(C)C)NC(=O)[C@@H](CC(C)C)NC(=O)[C@H](CC[NH3+])NC1=O)[C@@H](C)O. The result is 0 (passed clinical trial). (2) The compound is C[C@]12CC[C@H]3[C@@H](CC[C@H]4NC(=O)C=C[C@]34C)[C@@H]1CC[C@@H]2C(=O)Nc1cc(C(F)(F)F)ccc1C(F)(F)F. The result is 0 (passed clinical trial). (3) The compound is C[N+]1(C)[C@H]2CC(OC(=O)C(O)(c3cccs3)c3cccs3)C[C@@H]1[C@H]1O[C@@H]21. The result is 0 (passed clinical trial). (4) The molecule is CC(C)C[C@H](NC(=O)CNC(=O)c1cc(Cl)ccc1Cl)B(O)O. The result is 1 (failed clinical trial for toxicity). (5) The compound is C[C@H]1COc2c(N3CC[NH+](C)CC3)c(F)cc3c(=O)c(C(=O)[O-])cn1c23. The result is 0 (passed clinical trial). (6) The molecule is O=C1Nc2ccc(Cl)cc2C(c2ccccc2)=NC1O. The result is 0 (passed clinical trial). (7) The compound is CCCCC(=O)O[C@]1(C(=O)CO)CC[C@H]2[C@@H]3CCC4=CC(=O)CC[C@]4(C)[C@H]3[C@@H](O)C[C@@]21C. The result is 0 (passed clinical trial). (8) The compound is Cc1cc(C)cc(OCC2CNC(=O)O2)c1. The result is 0 (passed clinical trial). (9) The drug is CCCC(=O)Nc1ccc(OCC(O)C[NH2+]C(C)C)c(C(C)=O)c1. The result is 0 (passed clinical trial). (10) The molecule is Cc1cc(C(C)(C)C)c(O)c(C)c1CC1=[NH+]CCN1. The result is 0 (passed clinical trial).